Dataset: Full USPTO retrosynthesis dataset with 1.9M reactions from patents (1976-2016). Task: Predict the reactants needed to synthesize the given product. (1) Given the product [C:13]([O:17][C:18](=[O:27])[NH:19][C:20]1[CH:21]=[CH:22][C:23]([O:26][C:2]2[CH:9]=[CH:8][C:5]([CH:6]=[O:7])=[CH:4][C:3]=2[N+:10]([O-:12])=[O:11])=[CH:24][CH:25]=1)([CH3:16])([CH3:14])[CH3:15], predict the reactants needed to synthesize it. The reactants are: Cl[C:2]1[CH:9]=[CH:8][C:5]([CH:6]=[O:7])=[CH:4][C:3]=1[N+:10]([O-:12])=[O:11].[C:13]([O:17][C:18](=[O:27])[NH:19][C:20]1[CH:25]=[CH:24][C:23]([OH:26])=[CH:22][CH:21]=1)([CH3:16])([CH3:15])[CH3:14].[OH-].[K+]. (2) The reactants are: [C:1]([C:4]1[CH:5]=[C:6]([C:21]2[C:22]([CH3:27])=[N:23][O:24][C:25]=2[CH3:26])[C:7]([F:20])=[C:8]2[C:16]=1[NH:15][C:14]1[CH:13]=[C:12]([C:17](O)=[O:18])[CH:11]=[CH:10][C:9]2=1)(=[O:3])[NH2:2].CN(C(ON1N=NC2C=CC(=CC1=2)Cl)=[N+](C)C)C.F[P-](F)(F)(F)(F)F.[CH3:53][C@H:54]1[O:59][C@@H:58]([CH3:60])[CH2:57][NH:56][CH2:55]1.[Li+].[Cl-]. Given the product [CH3:27][C:22]1[C:21]([C:6]2[CH:5]=[C:4]([C:1]([NH2:2])=[O:3])[C:16]3[NH:15][C:14]4[C:9]([C:8]=3[C:7]=2[F:20])=[CH:10][CH:11]=[C:12]([C:17]([N:56]2[CH2:55][C@H:54]([CH3:53])[O:59][C@H:58]([CH3:60])[CH2:57]2)=[O:18])[CH:13]=4)=[C:25]([CH3:26])[O:24][N:23]=1, predict the reactants needed to synthesize it. (3) The reactants are: C([O:3][C:4]([C:6]1[CH:7]=[C:8]2[C:13](=[CH:14][CH:15]=1)[NH:12][CH:11]([C:16]1[CH:21]=[CH:20][C:19]([F:22])=[C:18]([Cl:23])[CH:17]=1)[C:10]([CH3:25])([CH3:24])[CH2:9]2)=[O:5])C.[OH-].[Na+].Cl. Given the product [Cl:23][C:18]1[CH:17]=[C:16]([CH:11]2[C:10]([CH3:24])([CH3:25])[CH2:9][C:8]3[C:13](=[CH:14][CH:15]=[C:6]([C:4]([OH:5])=[O:3])[CH:7]=3)[NH:12]2)[CH:21]=[CH:20][C:19]=1[F:22], predict the reactants needed to synthesize it. (4) Given the product [C:29]([O:1][C:2]([CH3:22])([CH3:21])[CH2:3][CH2:4][O:5][C:6]1[CH:11]=[CH:10][C:9]([C:12]2[CH:17]=[CH:16][CH:15]=[C:14]([CH:18]=[O:19])[CH:13]=2)=[C:8]([CH3:20])[CH:7]=1)(=[O:31])[CH3:30], predict the reactants needed to synthesize it. The reactants are: [OH:1][C:2]([CH3:22])([CH3:21])[CH2:3][CH2:4][O:5][C:6]1[CH:11]=[CH:10][C:9]([C:12]2[CH:17]=[CH:16][CH:15]=[C:14]([CH:18]=[O:19])[CH:13]=2)=[C:8]([CH3:20])[CH:7]=1.N1C=CC=CC=1.[C:29](OC(=O)C)(=[O:31])[CH3:30].[Cl-].[NH4+].